Task: Predict the reaction yield, written as a fraction of the theoretical maximum amount of product (1.0 means a 100% yield; for example, 0.34 means a 34% yield).. Dataset: Buchwald-Hartwig C-N cross coupling reaction yields with 55,370 reactions (1) The reactants are COc1ccc(Br)cc1.Cc1ccc(N)cc1.O=S(=O)(O[Pd]1c2ccccc2-c2ccccc2N~1)C(F)(F)F.COc1ccc(OC)c(P([C@]23C[C@H]4C[C@H](C[C@H](C4)C2)C3)[C@]23C[C@H]4C[C@H](C[C@H](C4)C2)C3)c1-c1c(C(C)C)cc(C(C)C)cc1C(C)C.CN(C)C(=NC(C)(C)C)N(C)C.CCOC(=O)c1cnoc1. No catalyst specified. The product is COc1ccc(Nc2ccc(C)cc2)cc1. The yield is 0. (2) The reactants are Clc1ccccn1.Cc1ccc(N)cc1.O=S(=O)(O[Pd]1c2ccccc2-c2ccccc2N~1)C(F)(F)F.CC(C)c1cc(C(C)C)c(-c2ccccc2P(C2CCCCC2)C2CCCCC2)c(C(C)C)c1.CCN=P(N=P(N(C)C)(N(C)C)N(C)C)(N(C)C)N(C)C.COC(=O)c1cc(-c2cccs2)on1. No catalyst specified. The product is Cc1ccc(Nc2ccccn2)cc1. The yield is 0.223. (3) The reactants are Ic1cccnc1.Cc1ccc(N)cc1.O=S(=O)(O[Pd]1c2ccccc2-c2ccccc2N~1)C(F)(F)F.COc1ccc(OC)c(P(C(C)(C)C)C(C)(C)C)c1-c1c(C(C)C)cc(C(C)C)cc1C(C)C.CCN=P(N=P(N(C)C)(N(C)C)N(C)C)(N(C)C)N(C)C.Cc1cc(C)on1. No catalyst specified. The product is Cc1ccc(Nc2cccnc2)cc1. The yield is 0.701. (4) The reactants are FC(F)(F)c1ccc(Cl)cc1.Cc1ccc(N)cc1.O=S(=O)(O[Pd]1c2ccccc2-c2ccccc2N~1)C(F)(F)F.CC(C)c1cc(C(C)C)c(-c2ccccc2P(C(C)(C)C)C(C)(C)C)c(C(C)C)c1.CCN=P(N=P(N(C)C)(N(C)C)N(C)C)(N(C)C)N(C)C.Fc1cccc(F)c1-c1ccno1. No catalyst specified. The product is Cc1ccc(Nc2ccc(C(F)(F)F)cc2)cc1. The yield is 0.132. (5) The reactants are Ic1ccccn1.Cc1ccc(N)cc1.O=S(=O)(O[Pd]1c2ccccc2-c2ccccc2N~1)C(F)(F)F.COc1ccc(OC)c(P(C(C)(C)C)C(C)(C)C)c1-c1c(C(C)C)cc(C(C)C)cc1C(C)C.CCN=P(N=P(N(C)C)(N(C)C)N(C)C)(N(C)C)N(C)C.c1ccc(-c2ccno2)cc1. No catalyst specified. The product is Cc1ccc(Nc2ccccn2)cc1. The yield is 0.333. (6) The reactants are COc1ccc(I)cc1.Cc1ccc(N)cc1.O=S(=O)(O[Pd]1c2ccccc2-c2ccccc2N~1)C(F)(F)F.CC(C)c1cc(C(C)C)c(-c2ccccc2P(C2CCCCC2)C2CCCCC2)c(C(C)C)c1.CN1CCCN2CCCN=C12.c1ccc2nocc2c1. No catalyst specified. The product is COc1ccc(Nc2ccc(C)cc2)cc1. The yield is 0.00878.